Regression/Classification. Given a drug SMILES string, predict its absorption, distribution, metabolism, or excretion properties. Task type varies by dataset: regression for continuous measurements (e.g., permeability, clearance, half-life) or binary classification for categorical outcomes (e.g., BBB penetration, CYP inhibition). Dataset: cyp3a4_veith. From a dataset of CYP3A4 inhibition data for predicting drug metabolism from PubChem BioAssay. (1) The result is 0 (non-inhibitor). The molecule is c1ccc(CCN2CCN=C2Cc2ccccc2)cc1. (2) The drug is CC(C)[C@]1(O)[C@@H](OC(=O)c2ccc[nH]2)[C@]2(O)[C@@]3(C)C[C@@]4(O)O[C@@]5([C@H](O)[C@@H](C)CC[C@]35O)[C@]2(O)[C@]41C. The result is 0 (non-inhibitor). (3) The drug is NC(=O)C1(NC(=O)[C@@H]2CC3(CC(c4cccc(NC(=O)c5cc([N+](=O)[O-])cc([N+](=O)[O-])c5)c4)=NO3)CN2C(=O)c2ccccc2)CC1. The result is 1 (inhibitor). (4) The drug is Cc1ccccc1-n1nc2c(c1NC(=O)c1ccc(S(=O)(=O)N(C)C)cc1)CSC2. The result is 1 (inhibitor). (5) The drug is CCOC(=O)Nc1ccc(C)cc1NC(=O)OCC. The result is 0 (non-inhibitor). (6) The molecule is CC(C)N(CC(=O)O)CC(=O)O. The result is 0 (non-inhibitor).